From a dataset of Catalyst prediction with 721,799 reactions and 888 catalyst types from USPTO. Predict which catalyst facilitates the given reaction. (1) Reactant: CN(C(ON1N=NC2C=CC=CC1=2)=[N+](C)C)C.[B-](F)(F)(F)F.CN1CCOCC1.Cl.[C:31]1([CH:37]2[CH2:42][N:41]3[CH:43]=[C:44]([C:46]([OH:48])=O)[N:45]=[C:40]3[CH2:39][CH2:38]2)[CH:36]=[CH:35][CH:34]=[CH:33][CH:32]=1.[F:49][C:50]([F:64])([F:63])[C:51]1[CH:52]=[C:53]([N:57]2[CH2:62][CH2:61][NH:60][CH2:59][CH2:58]2)[CH:54]=[CH:55][CH:56]=1. Product: [C:31]1([CH:37]2[CH2:42][N:41]3[CH:43]=[C:44]([C:46]([N:60]4[CH2:59][CH2:58][N:57]([C:53]5[CH:54]=[CH:55][CH:56]=[C:51]([C:50]([F:63])([F:64])[F:49])[CH:52]=5)[CH2:62][CH2:61]4)=[O:48])[N:45]=[C:40]3[CH2:39][CH2:38]2)[CH:32]=[CH:33][CH:34]=[CH:35][CH:36]=1. The catalyst class is: 3. (2) Reactant: [CH3:1][C:2]1[CH:10]=[C:9]2[C:5]([CH2:6][C:7](=[O:11])[NH:8]2)=[CH:4][CH:3]=1.[Br:12]N1C(=O)CCC1=O. Product: [Br:12][C:3]1[CH:4]=[C:5]2[C:9](=[CH:10][C:2]=1[CH3:1])[NH:8][C:7](=[O:11])[CH2:6]2. The catalyst class is: 10. (3) Reactant: [Cl:1][C:2]1[CH:10]=[CH:9][C:8]([C:11]2[N:12]([C:22]([O:24][C:25]([CH3:28])([CH3:27])[CH3:26])=[O:23])[C:13]3[C:18]([CH:19]=2)=[CH:17][C:16]([CH:20]=O)=[CH:15][CH:14]=3)=[C:7]2[C:3]=1[CH2:4][NH:5][C:6]2=[O:29].[NH:30]1[CH2:34][CH2:33][CH2:32][CH2:31]1.C(O)(=O)C.C(O[BH-](OC(=O)C)OC(=O)C)(=O)C.[Na+].Cl. Product: [Cl:1][C:2]1[CH:10]=[CH:9][C:8]([C:11]2[N:12]([C:22]([O:24][C:25]([CH3:27])([CH3:28])[CH3:26])=[O:23])[C:13]3[C:18]([CH:19]=2)=[CH:17][C:16]([CH2:20][N:30]2[CH2:34][CH2:33][CH2:32][CH2:31]2)=[CH:15][CH:14]=3)=[C:7]2[C:3]=1[CH2:4][NH:5][C:6]2=[O:29]. The catalyst class is: 115. (4) Reactant: [NH2:1][C:2]1[CH:7]=[CH:6][C:5]([N:8]2[CH2:12][CH2:11][CH2:10][C:9]2=[O:13])=[CH:4][CH:3]=1.[Cl:14]N1C(=O)CCC1=O. Product: [NH2:1][C:2]1[CH:7]=[CH:6][C:5]([N:8]2[CH2:12][CH2:11][CH2:10][C:9]2=[O:13])=[CH:4][C:3]=1[Cl:14]. The catalyst class is: 10. (5) Reactant: [Li+].[OH-].C[O:4][C:5](=[O:35])[CH2:6][O:7][C:8]1[CH:9]=[C:10]2[C:14](=[CH:15][CH:16]=1)[N:13]([CH2:17][CH2:18][C:19]1[S:23][C:22]([C:24]3[CH:29]=[CH:28][C:27]([C:30]([F:33])([F:32])[F:31])=[CH:26][CH:25]=3)=[N:21][C:20]=1[CH3:34])[CH:12]=[CH:11]2. Product: [CH3:34][C:20]1[N:21]=[C:22]([C:24]2[CH:25]=[CH:26][C:27]([C:30]([F:33])([F:31])[F:32])=[CH:28][CH:29]=2)[S:23][C:19]=1[CH2:18][CH2:17][N:13]1[C:14]2[C:10](=[CH:9][C:8]([O:7][CH2:6][C:5]([OH:35])=[O:4])=[CH:16][CH:15]=2)[CH:11]=[CH:12]1. The catalyst class is: 20. (6) Reactant: [NH2:1][N:2]1[C:11](=[O:12])[C:10]2[C:5](=[CH:6][C:7](C(O)=O)=[CH:8][CH:9]=2)[N:4]=[C:3]1[S:16][CH2:17][CH2:18][CH2:19][N:20]1[CH2:25][CH2:24][N:23]([C:26]2[CH:35]=[CH:34][C:33]3[C:28](=[CH:29][CH:30]=[CH:31][CH:32]=3)[N:27]=2)[CH2:22][CH2:21]1.C([N:38](CC)CC)C.C1C=CC(P(N=[N+]=[N-])(C2C=CC=CC=2)=O)=CC=1. Product: [NH2:1][N:2]1[C:11](=[O:12])[C:10]2[C:5](=[CH:6][C:7]([NH2:38])=[CH:8][CH:9]=2)[N:4]=[C:3]1[S:16][CH2:17][CH2:18][CH2:19][N:20]1[CH2:25][CH2:24][N:23]([C:26]2[CH:35]=[CH:34][C:33]3[C:28](=[CH:29][CH:30]=[CH:31][CH:32]=3)[N:27]=2)[CH2:22][CH2:21]1. The catalyst class is: 107. (7) Reactant: [Li+].[CH3:2][Si]([N-][Si](C)(C)C)(C)C.[Si:11]([O:18][CH2:19][C:20]1[S:24][C:23]([CH2:25][C:26]([O:28][CH3:29])=[O:27])=[CH:22][CH:21]=1)([C:14]([CH3:17])([CH3:16])[CH3:15])([CH3:13])[CH3:12].BrC[C:32]1[CH:42]=[CH:41][CH:40]=[C:34]2[C:35]([NH:37][C:38](=[O:39])[C:33]=12)=[O:36]. Product: [Si:11]([O:18][CH2:19][C:20]1[S:24][C:23]([CH:25]([CH2:2][N:37]2[C:38](=[O:39])[C:33]3[C:34](=[CH:40][CH:41]=[CH:42][CH:32]=3)[C:35]2=[O:36])[C:26]([O:28][CH3:29])=[O:27])=[CH:22][CH:21]=1)([C:14]([CH3:17])([CH3:16])[CH3:15])([CH3:12])[CH3:13]. The catalyst class is: 1.